The task is: Predict the reactants needed to synthesize the given product.. This data is from Full USPTO retrosynthesis dataset with 1.9M reactions from patents (1976-2016). (1) Given the product [CH3:16][C:14]([CH3:15])([CH2:17][CH3:18])[CH:19]([CH2:25][CH2:26][CH3:27])[CH2:20][CH2:21][C:22](=[O:24])[CH3:23], predict the reactants needed to synthesize it. The reactants are: C(C(CCC)CCC(=O)C)(C)(C)C.[C:14](/[C:19](=[CH:25]/[CH2:26][CH3:27])/[CH:20]=[CH:21]/[C:22](=[O:24])[CH3:23])([CH2:17][CH3:18])([CH3:16])[CH3:15]. (2) Given the product [NH2:1][CH2:2][C@@:3]1([CH2:10][C:11]([OH:13])=[O:12])[CH2:9][C@H:8]2[C@@H:4]1[CH:5]=[CH:6][CH2:7]2, predict the reactants needed to synthesize it. The reactants are: [NH2:1][CH2:2][C@@:3]1([CH2:10][C:11]([O:13]C(C)(C)C)=[O:12])[CH2:9][C@H:8]2[C@@H:4]1[CH:5]=[CH:6][CH2:7]2.